Task: Predict the reactants needed to synthesize the given product.. Dataset: Full USPTO retrosynthesis dataset with 1.9M reactions from patents (1976-2016) (1) Given the product [CH3:1][C:2]1[CH:7]=[C:6]([CH3:8])[CH:5]=[CH:4][C:3]=1[C:9]1[C:10]2[C:17]([C:18]#[N:19])=[CH:16][NH:15][C:11]=2[N:12]=[CH:13][N:14]=1, predict the reactants needed to synthesize it. The reactants are: [CH3:1][C:2]1[CH:7]=[C:6]([CH3:8])[CH:5]=[CH:4][C:3]=1[C:9]1[C:10]2[C:17]([C:18]#[N:19])=[CH:16][N:15](COCC[Si](C)(C)C)[C:11]=2[N:12]=[CH:13][N:14]=1.CCCC[N+](CCCC)(CCCC)CCCC.[F-]. (2) Given the product [CH3:14][O:13][C:10]1[C:11]2[O:12][CH2:15][O:1][C:2]=2[CH:3]=[C:4]([C:5]([O:7][CH3:8])=[O:6])[CH:9]=1, predict the reactants needed to synthesize it. The reactants are: [OH:1][C:2]1[CH:3]=[C:4]([CH:9]=[C:10]([O:13][CH3:14])[C:11]=1[OH:12])[C:5]([O:7][CH3:8])=[O:6].[CH3:15]C(C)=O. (3) Given the product [F:43][C:42]([F:45])([F:44])[C:46]([OH:47])=[O:49].[CH2:1]([S:3]([N:6]1[CH2:7][CH2:8][CH:9]([C:12]2[C:20]3[C:15](=[C:16]([C:30]([NH2:32])=[O:31])[CH:17]=[C:18]([C:34]4[N:35]=[C:36]([CH2:39][NH:40][CH2:41][C:42]([F:44])([F:45])[F:43])[S:37][CH:38]=4)[CH:19]=3)[NH:14][CH:13]=2)[CH2:10][CH2:11]1)(=[O:5])=[O:4])[CH3:2], predict the reactants needed to synthesize it. The reactants are: [CH2:1]([S:3]([N:6]1[CH2:11][CH2:10][CH:9]([C:12]2[C:20]3[C:15](=[C:16]([C:30]([NH2:32])=[O:31])[CH:17]=[C:18](B4OC(C)(C)C(C)(C)O4)[CH:19]=3)[NH:14][CH:13]=2)[CH2:8][CH2:7]1)(=[O:5])=[O:4])[CH3:2].Br[C:34]1[N:35]=[C:36]([CH2:39][NH:40][CH2:41][C:42]([F:45])([F:44])[F:43])[S:37][CH:38]=1.[C:46](=[O:49])([O-])[O-:47].[K+].[K+]. (4) Given the product [CH:1]1([C:6]2[CH:34]=[CH:33][C:9]([CH2:10][O:11][C:12]3[CH:20]=[CH:19][C:18]4[N:17]5[CH2:21][CH2:22][CH:23]([CH2:24][C:25]([O:27][C:28]([CH3:31])([CH3:30])[CH3:29])=[O:26])[C:16]5=[C:15]([CH3:40])[C:14]=4[CH:13]=3)=[CH:8][C:7]=2[C:35]([F:38])([F:37])[F:36])[CH2:5][CH2:4][CH2:3][CH2:2]1, predict the reactants needed to synthesize it. The reactants are: [CH:1]1([C:6]2[CH:34]=[CH:33][C:9]([CH2:10][O:11][C:12]3[CH:20]=[CH:19][C:18]4[N:17]5[CH2:21][CH2:22][CH:23]([CH2:24][C:25]([O:27][C:28]([CH3:31])([CH3:30])[CH3:29])=[O:26])[C:16]5=[C:15](I)[C:14]=4[CH:13]=3)=[CH:8][C:7]=2[C:35]([F:38])([F:37])[F:36])[CH2:5][CH2:4][CH2:3][CH2:2]1.[Cl-].[CH3:40][Zn+]. (5) Given the product [NH:1]([C:5]1[CH:10]=[CH:9][CH:8]=[CH:7][C:6]=1[CH2:11][C:12]1[NH:15][C:16]2[C:17](=[O:38])[N:18]([CH2:35][CH2:36][CH3:37])[C:19](=[O:34])[N:20]([CH2:23][CH2:24][C:25]3[CH:30]=[CH:29][C:28]([N+:31]([O-:33])=[O:32])=[CH:27][CH:26]=3)[C:21]=2[N:22]=1)[C:2]([CH3:4])=[O:3], predict the reactants needed to synthesize it. The reactants are: [NH:1]([C:5]1[CH:10]=[CH:9][CH:8]=[CH:7][C:6]=1[CH2:11][C:12](O)=O)[C:2]([CH3:4])=[O:3].[NH2:15][C:16]1[C:17](=[O:38])[N:18]([CH2:35][CH2:36][CH3:37])[C:19](=[O:34])[N:20]([CH2:23][CH2:24][C:25]2[CH:30]=[CH:29][C:28]([N+:31]([O-:33])=[O:32])=[CH:27][CH:26]=2)[C:21]=1[NH2:22].